This data is from Forward reaction prediction with 1.9M reactions from USPTO patents (1976-2016). The task is: Predict the product of the given reaction. (1) Given the reactants C(N(CC)CC)C.[CH:8]1([CH2:14][CH:15]2[CH2:20][NH:19][CH2:18][CH:17]([C:21]([O:23][CH2:24][CH3:25])=[O:22])[CH2:16]2)[CH2:13][CH2:12][CH2:11][CH2:10][CH2:9]1.[C:26](Cl)(=[O:28])[CH3:27].Cl, predict the reaction product. The product is: [C:26]([N:19]1[CH2:20][CH:15]([CH2:14][CH:8]2[CH2:9][CH2:10][CH2:11][CH2:12][CH2:13]2)[CH2:16][CH:17]([C:21]([O:23][CH2:24][CH3:25])=[O:22])[CH2:18]1)(=[O:28])[CH3:27]. (2) Given the reactants B(Br)(Br)Br.[CH:5]1([C:11]2[N:15]=[C:14]([CH:16]=[CH:17][C:18]3[CH:23]=[CH:22][C:21]([O:24]C)=[C:20]([O:26]C)[CH:19]=3)[O:13][N:12]=2)[CH2:10][CH2:9][CH2:8][CH2:7][CH2:6]1, predict the reaction product. The product is: [CH:5]1([C:11]2[N:15]=[C:14]([CH:16]=[CH:17][C:18]3[CH:19]=[C:20]([OH:26])[C:21]([OH:24])=[CH:22][CH:23]=3)[O:13][N:12]=2)[CH2:10][CH2:9][CH2:8][CH2:7][CH2:6]1. (3) Given the reactants [F:1][C:2]1[CH:3]=[C:4]2[C:9](=[CH:10][C:11]=1F)[N:8]=[C:7]([CH2:13][O:14][C:15]1[CH:16]=[CH:17][C:18]3[CH2:28][CH2:27][C:22]4=[N:23][CH:24]=[CH:25][CH:26]=[C:21]4[CH:20](O)[C:19]=3[CH:30]=1)[CH:6]=[CH:5]2.[ClH:31].[CH2:32]([O:34][C:35](=[O:40])[C@H:36]([CH2:38][SH:39])[NH2:37])[CH3:33], predict the reaction product. The product is: [CH2:32]([O:34][C:35](=[O:40])[C@@H:36]([NH2:37])[CH2:38][S:39][CH:20]1[C:21]2[C:22](=[N:23][CH:24]=[CH:25][CH:26]=2)[CH2:27][CH2:28][C:18]2[CH:17]=[CH:16][C:15]([O:14][CH2:13][C:7]3[CH:6]=[CH:5][C:4]4[C:9](=[CH:10][C:11]([Cl:31])=[C:2]([F:1])[CH:3]=4)[N:8]=3)=[CH:30][C:19]1=2)[CH3:33]. (4) Given the reactants O[C:2]1[CH:11]=[CH:10][C:9]2[C:4](=[CH:5][CH:6]=[C:7]([O:12][C:13]3[CH:18]=[CH:17][N:16]=[C:15]([C:19]([NH:21][CH3:22])=[O:20])[CH:14]=3)[CH:8]=2)[N:3]=1.O=P(Cl)(Cl)[Cl:25], predict the reaction product. The product is: [Cl:25][C:2]1[CH:11]=[CH:10][C:9]2[C:4](=[CH:5][CH:6]=[C:7]([O:12][C:13]3[CH:18]=[CH:17][N:16]=[C:15]([C:19]([NH:21][CH3:22])=[O:20])[CH:14]=3)[CH:8]=2)[N:3]=1.